Dataset: NCI-60 drug combinations with 297,098 pairs across 59 cell lines. Task: Regression. Given two drug SMILES strings and cell line genomic features, predict the synergy score measuring deviation from expected non-interaction effect. (1) Drug 1: CC1=C2C(C(=O)C3(C(CC4C(C3C(C(C2(C)C)(CC1OC(=O)C(C(C5=CC=CC=C5)NC(=O)OC(C)(C)C)O)O)OC(=O)C6=CC=CC=C6)(CO4)OC(=O)C)OC)C)OC. Drug 2: C1C(C(OC1N2C=NC3=C2NC=NCC3O)CO)O. Cell line: MDA-MB-435. Synergy scores: CSS=36.8, Synergy_ZIP=-0.665, Synergy_Bliss=-5.70, Synergy_Loewe=-33.1, Synergy_HSA=-5.88. (2) Drug 1: CC1C(C(CC(O1)OC2CC(CC3=C2C(=C4C(=C3O)C(=O)C5=C(C4=O)C(=CC=C5)OC)O)(C(=O)CO)O)N)O. Drug 2: CC1=C(C(=CC=C1)Cl)NC(=O)C2=CN=C(S2)NC3=CC(=NC(=N3)C)N4CCN(CC4)CCO. Cell line: NCIH23. Synergy scores: CSS=67.8, Synergy_ZIP=-2.40, Synergy_Bliss=-3.15, Synergy_Loewe=-1.33, Synergy_HSA=3.14. (3) Drug 1: CC(C)(C#N)C1=CC(=CC(=C1)CN2C=NC=N2)C(C)(C)C#N. Drug 2: C(CCl)NC(=O)N(CCCl)N=O. Cell line: SW-620. Synergy scores: CSS=4.48, Synergy_ZIP=-3.61, Synergy_Bliss=0.129, Synergy_Loewe=-1.62, Synergy_HSA=-0.426.